This data is from Reaction yield outcomes from USPTO patents with 853,638 reactions. The task is: Predict the reaction yield, written as a fraction of the theoretical maximum amount of product (1.0 means a 100% yield; for example, 0.34 means a 34% yield). (1) The reactants are [O:1]=[C:2]1[C:10]2([CH2:14][O:13][C:12]3[CH:15]=[C:16]4[C:20](=[CH:21][C:11]2=3)[CH2:19][CH2:18][O:17]4)[C:9]2[C:4](=[CH:5][CH:6]=[CH:7][CH:8]=2)[N:3]1[CH2:22][C:23]1[CH:30]=[CH:29][C:26]([C:27]#[N:28])=[CH:25][CH:24]=1.[N-:31]=[N+:32]=[N-:33].[Na+].Cl.C(N(CC)CC)C. The catalyst is C1(C)C=CC=CC=1. The product is [NH:31]1[C:27]([C:26]2[CH:25]=[CH:24][C:23]([CH2:22][N:3]3[C:4]4[C:9](=[CH:8][CH:7]=[CH:6][CH:5]=4)[C:10]4([CH2:14][O:13][C:12]5[CH:15]=[C:16]6[C:20](=[CH:21][C:11]4=5)[CH2:19][CH2:18][O:17]6)[C:2]3=[O:1])=[CH:30][CH:29]=2)=[N:28][N:33]=[N:32]1. The yield is 0.580. (2) The reactants are [CH3:1][Si:2]([O:23]C)([O:21]C)[C:3]1[CH:8]=[CH:7][C:6]([C:9]2[CH:14]=[CH:13][C:12]([Si:15]([CH3:20])([O:18]C)[O:16]C)=[CH:11][CH:10]=2)=[CH:5][CH:4]=1.C(O)(=O)C. The catalyst is CCOCC. The product is [CH3:20][Si:15]([OH:18])([OH:16])[C:12]1[CH:13]=[CH:14][C:9]([C:6]2[CH:7]=[CH:8][C:3]([Si:2]([CH3:1])([OH:21])[OH:23])=[CH:4][CH:5]=2)=[CH:10][CH:11]=1. The yield is 0.320. (3) The reactants are [I:1][C:2]1[CH:17]=[CH:16][CH:15]=[CH:14][C:3]=1[O:4][C:5]1[CH:10]=[CH:9][CH:8]=[CH:7][C:6]=1[N+:11]([O-])=O. The catalyst is C(O)C.O. The product is [I:1][C:2]1[CH:17]=[CH:16][CH:15]=[CH:14][C:3]=1[O:4][C:5]1[CH:10]=[CH:9][CH:8]=[CH:7][C:6]=1[NH2:11]. The yield is 0.980. (4) The product is [F:15][C:13]([F:16])([F:14])[C:9]1[N:8]=[C:7]([CH2:6][CH2:5][C@H:2]2[CH2:3][O:4][C:24]([NH2:23])=[N:1]2)[CH:12]=[CH:11][CH:10]=1. The yield is 0.390. The catalyst is C1COCC1.C(OCC)(=O)C. The reactants are [NH2:1][C@@H:2]([CH2:5][CH2:6][C:7]1[CH:12]=[CH:11][CH:10]=[C:9]([C:13]([F:16])([F:15])[F:14])[N:8]=1)[CH2:3][OH:4].C([O-])([O-])=O.[K+].[K+].[N:23]#[C:24]Br.O. (5) The reactants are [Cl:1][C:2]1[N:7]=[C:6](Cl)[CH:5]=[C:4]([Cl:9])[N:3]=1.[NH:10]1[CH2:15][CH2:14][CH2:13][CH2:12][CH2:11]1.C(N(CC)C(C)C)(C)C. The catalyst is O1CCCC1. The product is [Cl:1][C:2]1[N:3]=[C:4]([Cl:9])[CH:5]=[C:6]([N:10]2[CH2:15][CH2:14][CH2:13][CH2:12][CH2:11]2)[N:7]=1. The yield is 0.590.